Dataset: Full USPTO retrosynthesis dataset with 1.9M reactions from patents (1976-2016). Task: Predict the reactants needed to synthesize the given product. (1) Given the product [CH3:27][N:24]([CH3:22])[C@H:25]1[CH2:32][CH2:31][N:30]([C:2]2[C:3]([C:16]3[CH:21]=[CH:20][CH:19]=[CH:18][CH:17]=3)=[C:4]([CH3:15])[C:5]([C:13]#[N:14])=[C:6]3[C:10]=2[O:9][C:8]([NH:11][CH3:12])=[N:7]3)[CH2:26]1, predict the reactants needed to synthesize it. The reactants are: F[C:2]1[C:3]([C:16]2[CH:21]=[CH:20][CH:19]=[CH:18][CH:17]=2)=[C:4]([CH3:15])[C:5]([C:13]#[N:14])=[C:6]2[C:10]=1[O:9][C:8]([NH:11][CH3:12])=[N:7]2.[CH2:22]([N:24]([CH2:27]C)[CH2:25][CH3:26])C.C[NH:30][C@H:31]1CCN[CH2:32]1. (2) Given the product [CH3:34][O:33][C:28]1[CH:27]=[C:26]2[C:25](=[CH:30][C:29]=1[O:31][CH3:32])[CH2:24][N:20]([C:15]1[C:16]([CH3:19])=[C:17]([CH3:18])[C:4]3[O:3][C:2]([CH3:22])([CH3:1])[CH:6]([C:7]4[CH:8]=[CH:9][C:10]([CH3:13])=[CH:11][CH:12]=4)[C:5]=3[C:14]=1[CH3:21])[CH2:35]2, predict the reactants needed to synthesize it. The reactants are: [CH3:1][C:2]1([CH3:22])[CH:6]([C:7]2[CH:12]=[CH:11][C:10]([CH3:13])=[CH:9][CH:8]=2)[C:5]2[C:14]([CH3:21])=[C:15]([NH2:20])[C:16]([CH3:19])=[C:17]([CH3:18])[C:4]=2[O:3]1.Cl[CH2:24][C:25]1[CH:30]=[C:29]([O:31][CH3:32])[C:28]([O:33][CH3:34])=[CH:27][C:26]=1[CH2:35]Cl.C(=O)([O-])[O-].[Na+].[Na+]. (3) Given the product [CH3:11][C:7]1[CH:6]=[C:5]([CH:10]=[CH:9][N:8]=1)[CH:4]=[O:14], predict the reactants needed to synthesize it. The reactants are: CN(C)C=[CH:4][C:5]1[CH:10]=[CH:9][N:8]=[C:7]([CH3:11])[CH:6]=1.I([O-])(=O)(=O)=[O:14].[Na+]. (4) Given the product [CH:11]([NH:14][C:2]1[N:3]=[CH:4][C:5]([N+:8]([O-:10])=[O:9])=[CH:6][CH:7]=1)([CH3:13])[CH3:12], predict the reactants needed to synthesize it. The reactants are: Br[C:2]1[CH:7]=[CH:6][C:5]([N+:8]([O-:10])=[O:9])=[CH:4][N:3]=1.[CH:11]([NH2:14])([CH3:13])[CH3:12]. (5) Given the product [CH3:1][O:2][C:3]1[CH:4]=[CH:5][C:6]([CH:9]2[O:13][CH:12]3[C:11]([C:19]([C:20]4[CH:31]=[CH:32][CH:27]=[CH:28][CH:29]=4)=[CH2:35])([O:24][C:21](=[O:22])[CH2:18][CH2:14]3)[CH2:10]2)=[CH:7][CH:8]=1, predict the reactants needed to synthesize it. The reactants are: [CH3:1][O:2][C:3]1[CH:8]=[CH:7][C:6]([CH:9]2[O:13][CH:12]([CH:14]([CH3:18])C(O)=O)[C:11](=[C:19]=[CH2:20])[CH2:10]2)=[CH:5][CH:4]=1.[C:21]([O-:24])([O-])=[O:22].[K+].[K+].[C:27]1(I)[CH:32]=[CH:31]C=[CH:29][CH:28]=1.O.[CH3:35]N(C)C=O.